This data is from Peptide-MHC class II binding affinity with 134,281 pairs from IEDB. The task is: Regression. Given a peptide amino acid sequence and an MHC pseudo amino acid sequence, predict their binding affinity value. This is MHC class II binding data. The peptide sequence is FEAAFNDAIKASTGG. The MHC is DRB1_0101 with pseudo-sequence DRB1_0101. The binding affinity (normalized) is 0.534.